Dataset: Full USPTO retrosynthesis dataset with 1.9M reactions from patents (1976-2016). Task: Predict the reactants needed to synthesize the given product. (1) Given the product [CH3:32][O:31][C:27]1[CH:26]=[C:25]([C:23]([C:10]2[C:9]3[C:13](=[C:14]([C:16]([NH2:18])=[O:17])[CH:15]=[C:7]([C:1]4[CH:6]=[CH:5][CH:4]=[CH:3][CH:2]=4)[CH:8]=3)[NH:12][CH:11]=2)=[CH2:22])[CH:30]=[CH:29][CH:28]=1, predict the reactants needed to synthesize it. The reactants are: [C:1]1([C:7]2[CH:8]=[C:9]3[C:13](=[C:14]([C:16]([NH2:18])=[O:17])[CH:15]=2)[NH:12][CH:11]=[CH:10]3)[CH:6]=[CH:5][CH:4]=[CH:3][CH:2]=1.C[O-].[Na+].[CH3:22][C:23]([C:25]1[CH:30]=[CH:29][CH:28]=[C:27]([O:31][CH3:32])[CH:26]=1)=O.[OH-].[K+]. (2) Given the product [Cl:1][C:2]1[C:7]([CH:8]([OH:12])[C:9]([O:11][CH3:26])=[O:10])=[C:6]([CH3:13])[N:5]=[C:4]2[NH:14][C:15]([CH3:18])=[C:16]([CH3:17])[C:3]=12, predict the reactants needed to synthesize it. The reactants are: [Cl:1][C:2]1[C:7]([CH:8]([OH:12])[C:9]([OH:11])=[O:10])=[C:6]([CH3:13])[N:5]=[C:4]2[NH:14][C:15]([CH3:18])=[C:16]([CH3:17])[C:3]=12.S(=O)(=O)(O)O.[OH-].[Na+].[CH3:26]O. (3) Given the product [C:24]([CH2:26][CH2:27][NH:28][C:29](=[O:30])[C:14]#[C:13][C:10]([CH2:11][F:12])([O:9][C:6]1[CH:7]=[CH:8][C:3]([C:2]([F:17])([F:18])[F:1])=[CH:4][CH:5]=1)[CH2:15][F:16])#[N:25], predict the reactants needed to synthesize it. The reactants are: [F:1][C:2]([F:18])([F:17])[C:3]1[CH:8]=[CH:7][C:6]([O:9][C:10]([CH2:15][F:16])([C:13]#[CH:14])[CH2:11][F:12])=[CH:5][CH:4]=1.C([Li])CCC.[C:24]([CH2:26][CH2:27][N:28]=[C:29]=[O:30])#[N:25].[Cl-].[NH4+].